Dataset: Forward reaction prediction with 1.9M reactions from USPTO patents (1976-2016). Task: Predict the product of the given reaction. (1) Given the reactants [CH3:1][O:2][C:3]1[CH:22]=[CH:21][C:6]([CH2:7][C@@H:8]2[C:12]3=[N:13][C:14]4[CH:19]=[CH:18][CH:17]=[CH:16][C:15]=4[N:11]3[C:10](=[O:20])[NH:9]2)=[CH:5][CH:4]=1.[NH2:23][CH:24]1[CH2:29][CH2:28][N:27]([C:30](=[O:32])[CH3:31])[CH2:26][CH2:25]1.C(O)(C(F)(F)F)=O, predict the reaction product. The product is: [NH:13]1[C:14]2[CH:19]=[CH:18][CH:17]=[CH:16][C:15]=2[N:11]=[C:12]1[C@H:8]([NH:9][C:10]([NH:23][CH:24]1[CH2:29][CH2:28][N:27]([C:30](=[O:32])[CH3:31])[CH2:26][CH2:25]1)=[O:20])[CH2:7][C:6]1[CH:21]=[CH:22][C:3]([O:2][CH3:1])=[CH:4][CH:5]=1. (2) Given the reactants Cl[C:2]1[N:7]=[N:6][C:5]([C:8]2[C:16]3[S:15][C:14]([C:17]([F:20])([F:19])[F:18])=[N:13][C:12]=3[C:11]([O:21][CH3:22])=[CH:10][CH:9]=2)=[CH:4][CH:3]=1.C(=O)([O-])[OH:24].[Na+], predict the reaction product. The product is: [CH3:22][O:21][C:11]1[C:12]2[N:13]=[C:14]([C:17]([F:20])([F:19])[F:18])[S:15][C:16]=2[C:8]([C:5]2[CH:4]=[CH:3][C:2](=[O:24])[NH:7][N:6]=2)=[CH:9][CH:10]=1.